Regression. Given two drug SMILES strings and cell line genomic features, predict the synergy score measuring deviation from expected non-interaction effect. From a dataset of NCI-60 drug combinations with 297,098 pairs across 59 cell lines. Synergy scores: CSS=69.5, Synergy_ZIP=3.39, Synergy_Bliss=4.67, Synergy_Loewe=2.63, Synergy_HSA=6.62. Drug 2: B(C(CC(C)C)NC(=O)C(CC1=CC=CC=C1)NC(=O)C2=NC=CN=C2)(O)O. Drug 1: CC(C)(C1=NC(=CC=C1)N2C3=NC(=NC=C3C(=O)N2CC=C)NC4=CC=C(C=C4)N5CCN(CC5)C)O. Cell line: NCI-H460.